From a dataset of NCI-60 drug combinations with 297,098 pairs across 59 cell lines. Regression. Given two drug SMILES strings and cell line genomic features, predict the synergy score measuring deviation from expected non-interaction effect. (1) Drug 1: C1=CC(=C2C(=C1NCCNCCO)C(=O)C3=C(C=CC(=C3C2=O)O)O)NCCNCCO. Drug 2: CC1=C(C(=CC=C1)Cl)NC(=O)C2=CN=C(S2)NC3=CC(=NC(=N3)C)N4CCN(CC4)CCO. Cell line: SK-OV-3. Synergy scores: CSS=64.7, Synergy_ZIP=4.08, Synergy_Bliss=4.81, Synergy_Loewe=5.92, Synergy_HSA=9.16. (2) Synergy scores: CSS=20.7, Synergy_ZIP=6.55, Synergy_Bliss=10.9, Synergy_Loewe=2.26, Synergy_HSA=6.11. Drug 1: CC(C1=C(C=CC(=C1Cl)F)Cl)OC2=C(N=CC(=C2)C3=CN(N=C3)C4CCNCC4)N. Drug 2: CCC1=C2CN3C(=CC4=C(C3=O)COC(=O)C4(CC)O)C2=NC5=C1C=C(C=C5)O. Cell line: HS 578T. (3) Drug 1: CS(=O)(=O)CCNCC1=CC=C(O1)C2=CC3=C(C=C2)N=CN=C3NC4=CC(=C(C=C4)OCC5=CC(=CC=C5)F)Cl. Drug 2: CCC1(C2=C(COC1=O)C(=O)N3CC4=CC5=C(C=CC(=C5CN(C)C)O)N=C4C3=C2)O.Cl. Cell line: MDA-MB-231. Synergy scores: CSS=14.4, Synergy_ZIP=-4.26, Synergy_Bliss=-0.195, Synergy_Loewe=-2.85, Synergy_HSA=2.05. (4) Drug 1: CCC1(CC2CC(C3=C(CCN(C2)C1)C4=CC=CC=C4N3)(C5=C(C=C6C(=C5)C78CCN9C7C(C=CC9)(C(C(C8N6C=O)(C(=O)OC)O)OC(=O)C)CC)OC)C(=O)OC)O.OS(=O)(=O)O. Drug 2: CCCCC(=O)OCC(=O)C1(CC(C2=C(C1)C(=C3C(=C2O)C(=O)C4=C(C3=O)C=CC=C4OC)O)OC5CC(C(C(O5)C)O)NC(=O)C(F)(F)F)O. Cell line: HCT116. Synergy scores: CSS=62.8, Synergy_ZIP=6.65, Synergy_Bliss=5.18, Synergy_Loewe=2.88, Synergy_HSA=3.71. (5) Drug 1: C1C(C(OC1N2C=C(C(=O)NC2=O)F)CO)O. Drug 2: COCCOC1=C(C=C2C(=C1)C(=NC=N2)NC3=CC=CC(=C3)C#C)OCCOC.Cl. Cell line: T-47D. Synergy scores: CSS=3.22, Synergy_ZIP=-1.31, Synergy_Bliss=-4.85, Synergy_Loewe=-2.94, Synergy_HSA=-3.16. (6) Drug 1: CN(CCCl)CCCl.Cl. Drug 2: CS(=O)(=O)OCCCCOS(=O)(=O)C. Cell line: SNB-19. Synergy scores: CSS=13.9, Synergy_ZIP=-7.63, Synergy_Bliss=1.95, Synergy_Loewe=-2.28, Synergy_HSA=2.25. (7) Synergy scores: CSS=3.40, Synergy_ZIP=-0.738, Synergy_Bliss=-4.41, Synergy_Loewe=-7.42, Synergy_HSA=-5.34. Drug 1: CS(=O)(=O)C1=CC(=C(C=C1)C(=O)NC2=CC(=C(C=C2)Cl)C3=CC=CC=N3)Cl. Cell line: NCIH23. Drug 2: CC12CCC3C(C1CCC2OP(=O)(O)O)CCC4=C3C=CC(=C4)OC(=O)N(CCCl)CCCl.[Na+]. (8) Drug 1: CC1C(C(CC(O1)OC2CC(CC3=C2C(=C4C(=C3O)C(=O)C5=C(C4=O)C(=CC=C5)OC)O)(C(=O)C)O)N)O.Cl. Drug 2: C1=C(C(=O)NC(=O)N1)N(CCCl)CCCl. Cell line: SK-MEL-5. Synergy scores: CSS=22.7, Synergy_ZIP=-8.26, Synergy_Bliss=0.105, Synergy_Loewe=-5.68, Synergy_HSA=-0.648. (9) Drug 1: C1=CC=C(C=C1)NC(=O)CCCCCCC(=O)NO. Drug 2: C1CN(CCN1C(=O)CCBr)C(=O)CCBr. Cell line: MDA-MB-231. Synergy scores: CSS=25.7, Synergy_ZIP=-1.63, Synergy_Bliss=6.86, Synergy_Loewe=8.70, Synergy_HSA=9.81. (10) Drug 1: CS(=O)(=O)C1=CC(=C(C=C1)C(=O)NC2=CC(=C(C=C2)Cl)C3=CC=CC=N3)Cl. Drug 2: C(CCl)NC(=O)N(CCCl)N=O. Cell line: NCI-H322M. Synergy scores: CSS=-8.93, Synergy_ZIP=3.31, Synergy_Bliss=-4.02, Synergy_Loewe=-12.3, Synergy_HSA=-10.1.